This data is from NCI-60 drug combinations with 297,098 pairs across 59 cell lines. The task is: Regression. Given two drug SMILES strings and cell line genomic features, predict the synergy score measuring deviation from expected non-interaction effect. (1) Drug 1: C1=CC(=C2C(=C1NCCNCCO)C(=O)C3=C(C=CC(=C3C2=O)O)O)NCCNCCO. Drug 2: CN(C(=O)NC(C=O)C(C(C(CO)O)O)O)N=O. Cell line: M14. Synergy scores: CSS=14.2, Synergy_ZIP=-1.21, Synergy_Bliss=-2.28, Synergy_Loewe=-19.9, Synergy_HSA=-1.25. (2) Drug 1: CC1=C(C=C(C=C1)NC2=NC=CC(=N2)N(C)C3=CC4=NN(C(=C4C=C3)C)C)S(=O)(=O)N.Cl. Drug 2: C1=CC=C(C(=C1)C(C2=CC=C(C=C2)Cl)C(Cl)Cl)Cl. Cell line: CAKI-1. Synergy scores: CSS=20.3, Synergy_ZIP=-3.75, Synergy_Bliss=0.759, Synergy_Loewe=-6.37, Synergy_HSA=0.879. (3) Drug 1: C1=C(C(=O)NC(=O)N1)F. Drug 2: C1C(C(OC1N2C=NC(=NC2=O)N)CO)O. Cell line: PC-3. Synergy scores: CSS=38.6, Synergy_ZIP=0.608, Synergy_Bliss=0.0651, Synergy_Loewe=4.50, Synergy_HSA=4.82. (4) Cell line: U251. Drug 2: CS(=O)(=O)CCNCC1=CC=C(O1)C2=CC3=C(C=C2)N=CN=C3NC4=CC(=C(C=C4)OCC5=CC(=CC=C5)F)Cl. Drug 1: CC1=CC2C(CCC3(C2CCC3(C(=O)C)OC(=O)C)C)C4(C1=CC(=O)CC4)C. Synergy scores: CSS=4.14, Synergy_ZIP=-1.11, Synergy_Bliss=1.58, Synergy_Loewe=1.48, Synergy_HSA=1.74. (5) Drug 1: COC1=C(C=C2C(=C1)N=CN=C2NC3=CC(=C(C=C3)F)Cl)OCCCN4CCOCC4. Drug 2: CCC1=C2CN3C(=CC4=C(C3=O)COC(=O)C4(CC)O)C2=NC5=C1C=C(C=C5)O. Cell line: HL-60(TB). Synergy scores: CSS=81.8, Synergy_ZIP=12.9, Synergy_Bliss=13.6, Synergy_Loewe=13.4, Synergy_HSA=15.7. (6) Drug 1: CN1C2=C(C=C(C=C2)N(CCCl)CCCl)N=C1CCCC(=O)O.Cl. Drug 2: C1=NC2=C(N1)C(=S)N=CN2. Cell line: IGROV1. Synergy scores: CSS=-1.19, Synergy_ZIP=-2.68, Synergy_Bliss=-2.44, Synergy_Loewe=-15.7, Synergy_HSA=-5.27. (7) Drug 1: C1CCC(C1)C(CC#N)N2C=C(C=N2)C3=C4C=CNC4=NC=N3. Drug 2: C(=O)(N)NO. Cell line: PC-3. Synergy scores: CSS=-0.351, Synergy_ZIP=-1.78, Synergy_Bliss=-2.55, Synergy_Loewe=-3.93, Synergy_HSA=-4.13.